Dataset: Peptide-MHC class I binding affinity with 185,985 pairs from IEDB/IMGT. Task: Regression. Given a peptide amino acid sequence and an MHC pseudo amino acid sequence, predict their binding affinity value. This is MHC class I binding data. (1) The peptide sequence is HQFPTAFEF. The MHC is Mamu-B3901 with pseudo-sequence Mamu-B3901. The binding affinity (normalized) is 0.468. (2) The peptide sequence is IMMNERDVSV. The MHC is HLA-A68:02 with pseudo-sequence HLA-A68:02. The binding affinity (normalized) is 0.235. (3) The peptide sequence is RPRLWRSVI. The MHC is HLA-B15:01 with pseudo-sequence HLA-B15:01. The binding affinity (normalized) is 0.0847.